Dataset: Forward reaction prediction with 1.9M reactions from USPTO patents (1976-2016). Task: Predict the product of the given reaction. (1) Given the reactants [Br:1][C:2]1[C:3]([C:9]2[S:10][CH:11]=[CH:12][CH:13]=2)=[N:4][C:5](Cl)=[N:6][CH:7]=1.C1COCC1.[CH2:19]([N:21](CC)CC)C.Cl.CN, predict the reaction product. The product is: [Br:1][C:2]1[C:3]([C:9]2[S:10][CH:11]=[CH:12][CH:13]=2)=[N:4][C:5]([NH:21][CH3:19])=[N:6][CH:7]=1. (2) Given the reactants [CH3:1][C:2]1[CH:3]=[C:4]([NH:9][C:10]2[CH:15]=[CH:14][C:13]([C:16]3[CH:21]=[CH:20][CH:19]=[CH:18][CH:17]=3)=[CH:12][CH:11]=2)[CH:5]=[C:6]([CH3:8])[CH:7]=1.Br[C:23]1[CH:28]=[CH:27][C:26]([C:29]2[CH:34]=[CH:33][C:32]([C:35]3[CH:40]=[CH:39][C:38](Br)=[CH:37][CH:36]=3)=[CH:31][CH:30]=2)=[CH:25][CH:24]=1.[C:51](P([C:51]([CH3:54])([CH3:53])[CH3:52])[C:51]([CH3:54])([CH3:53])[CH3:52])([CH3:54])([CH3:53])[CH3:52].[C:55]([O-])([CH3:58])([CH3:57])[CH3:56].[K+], predict the reaction product. The product is: [C:13]1([C:16]2[CH:21]=[CH:20][CH:19]=[CH:18][CH:17]=2)[CH:14]=[CH:15][C:10]([N:9]([C:4]2[CH:3]=[C:2]([CH3:1])[CH:7]=[C:6]([CH3:8])[CH:5]=2)[C:23]2[CH:28]=[CH:27][C:26]([C:29]3[CH:34]=[CH:33][C:32]([C:35]4[CH:40]=[CH:39][C:38]([N:9]([C:4]5[CH:5]=[CH:6][C:54]([C:51]6[CH:52]=[CH:17][CH:16]=[CH:21][CH:53]=6)=[CH:2][CH:3]=5)[C:10]5[CH:11]=[C:12]([CH3:13])[CH:57]=[C:55]([CH3:58])[CH:56]=5)=[CH:37][CH:36]=4)=[CH:31][CH:30]=3)=[CH:25][CH:24]=2)=[CH:11][CH:12]=1. (3) The product is: [Br:1][C:2]1[CH:9]=[CH:8][CH:7]=[CH:6][C:3]=1[CH:4]1[C:21]([C:22]([O:24][CH2:25][CH3:26])=[O:23])=[C:16]([CH:17]([CH3:19])[CH3:18])[NH:10][C:11]2=[N:12][NH:13][CH:14]=[C:15]12. Given the reactants [Br:1][C:2]1[CH:9]=[CH:8][CH:7]=[CH:6][C:3]=1[CH:4]=O.[NH2:10][C:11]1[CH:15]=[CH:14][NH:13][N:12]=1.[C:16]([CH2:21][C:22]([O:24][CH2:25][CH3:26])=[O:23])(=O)[CH:17]([CH3:19])[CH3:18], predict the reaction product. (4) The product is: [Cl:1][C:2]1[C:3]([C:9]([F:15])([F:16])[CH2:10][OH:11])=[N:4][CH:5]=[C:6]([Cl:8])[CH:7]=1. Given the reactants [Cl:1][C:2]1[C:3]([C:9]([F:16])([F:15])[C:10](OCC)=[O:11])=[N:4][CH:5]=[C:6]([Cl:8])[CH:7]=1.[BH4-].[Na+].Cl.O, predict the reaction product. (5) Given the reactants Br[CH2:2][C:3]([C:5]1[CH:10]=[CH:9][C:8]([Br:11])=[CH:7][CH:6]=1)=O.[CH3:12][C:13]([C:16]([NH2:18])=[NH:17])([CH3:15])[CH3:14].Cl.C([O-])([O-])=O.[K+].[K+], predict the reaction product. The product is: [Br:11][C:8]1[CH:9]=[CH:10][C:5]([C:3]2[N:17]=[C:16]([C:13]([CH3:15])([CH3:14])[CH3:12])[NH:18][CH:2]=2)=[CH:6][CH:7]=1. (6) Given the reactants F[P-](F)(F)(F)(F)F.N1(O[P+](N(C)C)(N(C)C)N(C)C)C2C=CC=CC=2N=N1.[Cl-].FC(F)(F)C(O)=O.[NH2:36][C:37]1[CH:38]=[C:39]2[C:43](=[CH:44][CH:45]=1)[NH:42][C:41]([C:46]([NH:48][CH2:49][C:50]1[CH:55]=[CH:54][C:53]([Cl:56])=[C:52]([O:57][C:58]3[CH:63]=[C:62]([C:64]#[N:65])[CH:61]=[C:60]([Cl:66])[CH:59]=3)[C:51]=1[F:67])=[O:47])=[CH:40]2.[CH3:68][O:69][CH2:70][CH2:71][O:72][CH2:73][CH2:74][O:75][CH2:76][C:77](O)=[O:78].C(N(C(C)C)CC)(C)C, predict the reaction product. The product is: [Cl:56][C:53]1[CH:54]=[CH:55][C:50]([CH2:49][NH:48][C:46]([C:41]2[NH:42][C:43]3[C:39]([CH:40]=2)=[CH:38][C:37]([NH:36][C:77](=[O:78])[CH2:76][O:75][CH2:74][CH2:73][O:72][CH2:71][CH2:70][O:69][CH3:68])=[CH:45][CH:44]=3)=[O:47])=[C:51]([F:67])[C:52]=1[O:57][C:58]1[CH:63]=[C:62]([C:64]#[N:65])[CH:61]=[C:60]([Cl:66])[CH:59]=1. (7) Given the reactants [CH3:1][C:2]1([CH3:24])[CH2:11][CH2:10][C:9]([CH3:13])([CH3:12])[C:8]2[CH:7]=[C:6]([C:14]3([N+:21]([O-])=O)[CH:19]=[CH:18][CH:17]=[CH:16][CH:15]3[OH:20])[CH:5]=[CH:4][C:3]1=2.Cl, predict the reaction product. The product is: [CH3:1][C:2]1([CH3:24])[CH2:11][CH2:10][C:9]([CH3:12])([CH3:13])[C:8]2[CH:7]=[C:6]([C:14]3([NH2:21])[CH:19]=[CH:18][CH:17]=[CH:16][CH:15]3[OH:20])[CH:5]=[CH:4][C:3]1=2. (8) Given the reactants [CH3:1][O:2][C:3]([NH:5][C@@H:6]([CH:22]([CH3:24])[CH3:23])[C:7]([N:9]1[CH:13]([C:14]([OH:16])=O)[CH2:12][C:11]2([CH2:21][CH2:20][O:19][CH2:18][CH2:17]2)[CH2:10]1)=[O:8])=[O:4].CN(C(ON1N=NC2C=CC=NC1=2)=[N+](C)C)C.F[P-](F)(F)(F)(F)F.Cl.[NH2:50][CH2:51][C:52]([C:54]1[CH:59]=[CH:58][C:57]([Br:60])=[CH:56][CH:55]=1)=[O:53].CCN(C(C)C)C(C)C, predict the reaction product. The product is: [Br:60][C:57]1[CH:56]=[CH:55][C:54]([C:52](=[O:53])[CH2:51][NH:50][C:14]([CH:13]2[CH2:12][C:11]3([CH2:21][CH2:20][O:19][CH2:18][CH2:17]3)[CH2:10][N:9]2[C:7](=[O:8])[C@@H:6]([NH:5][C:3](=[O:4])[O:2][CH3:1])[CH:22]([CH3:24])[CH3:23])=[O:16])=[CH:59][CH:58]=1.